This data is from Catalyst prediction with 721,799 reactions and 888 catalyst types from USPTO. The task is: Predict which catalyst facilitates the given reaction. (1) The catalyst class is: 6. Reactant: [CH3:1][C:2]([CH3:13])([CH2:6][C:7]1[CH:12]=[CH:11][CH:10]=[CH:9][CH:8]=1)[CH2:3][CH:4]=O.[C:14](=[O:17])([O-])[O-].[NH4+:18].[NH4+:19].[C-]#N.[Na+].C#N.Cl.[CH2:26]([OH:28])C. Product: [CH3:1][C:2]([CH3:13])([CH2:6][C:7]1[CH:12]=[CH:11][CH:10]=[CH:9][CH:8]=1)[CH2:3][CH:4]1[NH:19][C:26](=[O:28])[NH:18][C:14]1=[O:17]. (2) Reactant: [F:1][C:2]1([F:23])[C@H:6]([OH:7])[C@@H:5]([CH2:8][OH:9])[O:4][C@H:3]1[N:10]1[CH:15]=[CH:14][C:13]([NH:16][C:17]([O:19][CH2:20][CH3:21])=[O:18])=[N:12][C:11]1=[O:22].CCN(CC)CC.[C:31](O[C:31]([O:33][C:34]([CH3:37])([CH3:36])[CH3:35])=[O:32])([O:33][C:34]([CH3:37])([CH3:36])[CH3:35])=[O:32]. Product: [C:34]([O:33][C:31]([O:7][C@@H:6]1[C@@H:5]([CH2:8][OH:9])[O:4][C@@H:3]([N:10]2[CH:15]=[CH:14][C:13]([NH:16][C:17]([O:19][CH2:20][CH3:21])=[O:18])=[N:12][C:11]2=[O:22])[C:2]1([F:1])[F:23])=[O:32])([CH3:37])([CH3:36])[CH3:35]. The catalyst class is: 23. (3) Reactant: [Cl:1][CH2:2][C:3](Cl)=[O:4].[NH2:6][C@@H:7]([C:17]1[CH:22]=[CH:21][C:20]([Cl:23])=[CH:19][CH:18]=1)[C@H:8]([C:10]1[CH:15]=[CH:14][CH:13]=[C:12]([Cl:16])[CH:11]=1)[OH:9].C(N(CC)CC)C.[Cl-].[NH4+]. Product: [Cl:1][CH2:2][C:3]([NH:6][C@H:7]([C:17]1[CH:22]=[CH:21][C:20]([Cl:23])=[CH:19][CH:18]=1)[C@@H:8]([C:10]1[CH:15]=[CH:14][CH:13]=[C:12]([Cl:16])[CH:11]=1)[OH:9])=[O:4]. The catalyst class is: 54. (4) Reactant: [Br:1][C:2]1[C:3]([O:18][C:19]2[C:24]([CH3:25])=[CH:23][C:22]([C:26]#[N:27])=[CH:21][C:20]=2[CH3:28])=[N:4][C:5]([NH:9][C:10]2[CH:17]=[CH:16][C:13]([C:14]#[N:15])=[CH:12][CH:11]=2)=[N:6][C:7]=1[Cl:8].O1CCCC1.[N:34]1([CH2:39][CH2:40][NH2:41])[CH2:38][CH2:37][CH2:36][CH2:35]1.Cl.C(OCC)C. Product: [ClH:8].[Br:1][C:2]1[C:3]([O:18][C:19]2[C:24]([CH3:25])=[CH:23][C:22]([C:26]#[N:27])=[CH:21][C:20]=2[CH3:28])=[N:4][C:5]([NH:9][C:10]2[CH:17]=[CH:16][C:13]([C:14]#[N:15])=[CH:12][CH:11]=2)=[N:6][C:7]=1[NH:41][CH2:40][CH2:39][N:34]1[CH2:38][CH2:37][CH2:36][CH2:35]1. The catalyst class is: 496. (5) Reactant: [C:1]([NH:20][CH:21]([CH2:26][O:27][C@@H:28]1[O:60][C@H:59]([CH2:61][O:62][C:63](=[O:70])[C:64]2[CH:69]=[CH:68][CH:67]=[CH:66][CH:65]=2)[C@H:49]([O:50][C:51](=[O:58])[C:52]2[CH:57]=[CH:56][CH:55]=[CH:54][CH:53]=2)[C@H:39]([O:40][C:41](=[O:48])[C:42]2[CH:47]=[CH:46][CH:45]=[CH:44][CH:43]=2)[C@H:29]1[O:30][C:31](=[O:38])[C:32]1[CH:37]=[CH:36][CH:35]=[CH:34][CH:33]=1)[C:22]([O:24]C)=[O:23])(=[O:19])[CH2:2][CH2:3][CH2:4][CH2:5][CH2:6][CH2:7][CH2:8][CH2:9][CH2:10][CH2:11][CH2:12][CH2:13][CH2:14][CH2:15][CH2:16][CH2:17][CH3:18].[I-].[Li+].C(Cl)(Cl)Cl. Product: [C:1]([NH:20][CH:21]([CH2:26][O:27][C@@H:28]1[O:60][C@H:59]([CH2:61][O:62][C:63](=[O:70])[C:64]2[CH:69]=[CH:68][CH:67]=[CH:66][CH:65]=2)[C@H:49]([O:50][C:51](=[O:58])[C:52]2[CH:57]=[CH:56][CH:55]=[CH:54][CH:53]=2)[C@H:39]([O:40][C:41](=[O:48])[C:42]2[CH:43]=[CH:44][CH:45]=[CH:46][CH:47]=2)[C@H:29]1[O:30][C:31](=[O:38])[C:32]1[CH:33]=[CH:34][CH:35]=[CH:36][CH:37]=1)[C:22]([OH:24])=[O:23])(=[O:19])[CH2:2][CH2:3][CH2:4][CH2:5][CH2:6][CH2:7][CH2:8][CH2:9][CH2:10][CH2:11][CH2:12][CH2:13][CH2:14][CH2:15][CH2:16][CH2:17][CH3:18]. The catalyst class is: 17. (6) The catalyst class is: 101. Reactant: [CH2:1]([O:3][C:4]([C:6]1[O:14][C:13]2[C:12]([Cl:15])=[CH:11][N:10]=[CH:9][C:8]=2[C:7]=1[NH2:16])=[O:5])[CH3:2].Br[C:18]1[CH:23]=[CH:22][C:21]([S:24][CH3:25])=[CH:20][C:19]=1[F:26].CC1(C)C2C(=C(P(C3C=CC=CC=3)C3C=CC=CC=3)C=CC=2)OC2C(P(C3C=CC=CC=3)C3C=CC=CC=3)=CC=CC1=2.[O-]P([O-])([O-])=O.[K+].[K+].[K+]. Product: [CH2:1]([O:3][C:4]([C:6]1[O:14][C:13]2[C:12]([Cl:15])=[CH:11][N:10]=[CH:9][C:8]=2[C:7]=1[NH:16][C:18]1[CH:23]=[CH:22][C:21]([S:24][CH3:25])=[CH:20][C:19]=1[F:26])=[O:5])[CH3:2]. (7) Reactant: C([O:5][C:6](=[O:20])[CH2:7][C:8]1([C:17]([OH:19])=[O:18])[CH2:16][C:15]2[C:10](=[CH:11][CH:12]=[CH:13][CH:14]=2)[CH2:9]1)(C)(C)C.Cl. Product: [C:6]([CH2:7][C:8]1([C:17]([OH:19])=[O:18])[CH2:16][C:15]2[C:10](=[CH:11][CH:12]=[CH:13][CH:14]=2)[CH2:9]1)([OH:20])=[O:5]. The catalyst class is: 25.